This data is from Peptide-MHC class I binding affinity with 185,985 pairs from IEDB/IMGT. The task is: Regression. Given a peptide amino acid sequence and an MHC pseudo amino acid sequence, predict their binding affinity value. This is MHC class I binding data. The peptide sequence is AIIDYIAYM. The MHC is HLA-B08:01 with pseudo-sequence HLA-B08:01. The binding affinity (normalized) is 0.0847.